From a dataset of Rat liver microsome stability data. Regression/Classification. Given a drug SMILES string, predict its absorption, distribution, metabolism, or excretion properties. Task type varies by dataset: regression for continuous measurements (e.g., permeability, clearance, half-life) or binary classification for categorical outcomes (e.g., BBB penetration, CYP inhibition). Dataset: rlm. (1) The compound is CCCCCCN(CCN1[C@@H]2CC[C@H]1C[C@@H](c1cccc(C(N)=O)c1)C2)C(=O)CO. The result is 0 (unstable in rat liver microsomes). (2) The compound is CCn1cc(CN2CCN(c3cccn4cc(-c5ccc(C(C)(C)C)cc5)nc34)CC2)c(=O)[nH]c1=O. The result is 1 (stable in rat liver microsomes). (3) The compound is Cc1ccc(-c2c(CN3CCN(c4cccc(C(F)(F)F)c4)CC3)csc2C)cc1. The result is 1 (stable in rat liver microsomes). (4) The drug is O=S(=O)(Nc1nccs1)c1ccc(NCc2cc(Cl)ccc2O)cc1. The result is 1 (stable in rat liver microsomes). (5) The molecule is CCc1nc2ccc(Cl)cn2c1C(=O)NCc1ccc2oc(-c3ccc(OC(F)(F)F)cc3)nc2c1. The result is 0 (unstable in rat liver microsomes). (6) The molecule is Cc1ccc(S(=O)(=O)Nc2ccccc2CNc2nc(-c3ccccc3)cs2)cc1. The result is 1 (stable in rat liver microsomes). (7) The compound is O=C(CN1CCC(N2C(=O)OCc3ccc(Cl)cc32)CC1)Nc1ccc2sc3ccccc3c2c1. The result is 0 (unstable in rat liver microsomes). (8) The compound is CC(C)N1C(=O)CN(Cc2ccc(-c3cccc(CN4CCCCC4)n3)cc2)C1=O. The result is 0 (unstable in rat liver microsomes).